From a dataset of Forward reaction prediction with 1.9M reactions from USPTO patents (1976-2016). Predict the product of the given reaction. (1) Given the reactants [CH3:1][O:2][C:3]([C:5]1[CH:6]=[CH:7][C:8]([C:11]([O:13][C:14]([CH3:17])([CH3:16])[CH3:15])=[O:12])=[N:9][CH:10]=1)=[O:4], predict the reaction product. The product is: [CH3:1][O:2][C:3]([CH:5]1[CH2:10][NH:9][CH:8]([C:11]([O:13][C:14]([CH3:17])([CH3:16])[CH3:15])=[O:12])[CH2:7][CH2:6]1)=[O:4]. (2) Given the reactants [Cl:1][C:2]1[CH:3]=[C:4]([CH2:35][C:36]([OH:38])=[O:37])[CH:5]=[CH:6][C:7]=1[N:8]1[C:16](=[O:17])[C:15]2[C:14]([O:18][CH2:19][C:20]([F:23])([F:22])[F:21])=[C:13]3[CH:24]=[CH:25][CH:26]=[CH:27][C:12]3=[C:11]([O:28][CH2:29][C:30]([F:33])([F:32])[F:31])[C:10]=2[C:9]1=[O:34].[BH4-].[Na+], predict the reaction product. The product is: [Cl:1][C:2]1[CH:3]=[C:4]([CH2:35][C:36]([OH:38])=[O:37])[CH:5]=[CH:6][C:7]=1[N:8]1[CH:16]([OH:17])[C:15]2[C:14]([O:18][CH2:19][C:20]([F:23])([F:22])[F:21])=[C:13]3[CH:24]=[CH:25][CH:26]=[CH:27][C:12]3=[C:11]([O:28][CH2:29][C:30]([F:32])([F:33])[F:31])[C:10]=2[C:9]1=[O:34]. (3) Given the reactants [CH2:1]=[CH:2][CH:3]=[CH2:4].[CH2:5]=[CH:6][C:7]1[CH:12]=[CH:11][CH:10]=[CH:9][CH:8]=1.[C:13](#[N:16])[CH:14]=[CH2:15].C([O-])(=O)CCCCCCC/C=C\CCCCCCCC.[K+].O=C[C@@H]([C@H]([C@@H]([C@@H](CO)O)O)O)O.[O-]P(OP([O-])([O-])=O)(=O)[O-].[Na+].[Na+].[Na+].[Na+].S(=O)(=O)(O)O, predict the reaction product. The product is: [CH2:5]=[CH:6][C:7]1[CH:12]=[CH:11][CH:10]=[CH:9][CH:8]=1.[CH2:1]=[CH:2][CH:3]=[CH2:4].[C:13](#[N:16])[CH:14]=[CH2:15]. (4) The product is: [CH2:39]([N:41]([CH2:47][CH2:46][F:45])[CH2:42][CH2:43][O:44][C:2]1[CH:3]=[CH:4][C:5]([CH:8]2[C:17]([C:18]3[CH:23]=[CH:22][CH:21]=[C:20]([OH:24])[CH:19]=3)=[C:16]([CH3:31])[C:15]3[C:10](=[CH:11][CH:12]=[C:13]([OH:32])[CH:14]=3)[O:9]2)=[CH:6][CH:7]=1)[CH3:40]. Given the reactants I[C:2]1[CH:7]=[CH:6][C:5]([CH:8]2[C:17]([C:18]3[CH:23]=[CH:22][CH:21]=[C:20]([O:24]C4CCCCO4)[CH:19]=3)=[C:16]([CH3:31])[C:15]3[C:10](=[CH:11][CH:12]=[C:13]([O:32]C4CCCCO4)[CH:14]=3)[O:9]2)=[CH:4][CH:3]=1.[CH2:39]([NH:41][CH2:42][CH2:43][OH:44])[CH3:40].[F:45][CH2:46][CH2:47]I, predict the reaction product. (5) Given the reactants Br[C:2]1[CH:7]=[CH:6][C:5]([CH:8]([C:19]2[CH:24]=[CH:23][CH:22]=[CH:21][CH:20]=2)[CH2:9]/[C:10](/[C:13]2[CH:18]=[CH:17][N:16]=[CH:15][CH:14]=2)=[N:11]\[OH:12])=[CH:4][CH:3]=1.[OH:25][CH2:26][C:27]1[CH:32]=[CH:31][C:30](B(O)O)=[CH:29][CH:28]=1, predict the reaction product. The product is: [OH:25][CH2:26][C:27]1[CH:32]=[CH:31][C:30]([C:2]2[CH:7]=[CH:6][C:5]([CH:8]([C:19]3[CH:24]=[CH:23][CH:22]=[CH:21][CH:20]=3)[CH2:9]/[C:10](/[C:13]3[CH:18]=[CH:17][N:16]=[CH:15][CH:14]=3)=[N:11]\[OH:12])=[CH:4][CH:3]=2)=[CH:29][CH:28]=1. (6) Given the reactants Cl.[NH2:2][C@H:3]1[CH2:8][CH2:7][C@H:6]([C:9]([NH:11][C:12]2[C:16]3[CH:17]=[C:18]([C:21]([N:23]([CH3:25])[CH3:24])=[O:22])[CH:19]=[CH:20][C:15]=3[O:14][C:13]=2[C:26]([NH:28][C:29]2[CH:34]=[CH:33][C:32]([Cl:35])=[CH:31][N:30]=2)=[O:27])=[O:10])[CH2:5][CH2:4]1.C(N([CH2:41][CH3:42])CC)C.[C:43](O[BH-](OC(=O)C)OC(=O)C)(=O)C.[Na+].C(=O)([O-])O.[Na+], predict the reaction product. The product is: [ClH:35].[CH3:24][N:23]([CH3:25])[C:21]([C:18]1[CH:19]=[CH:20][C:15]2[O:14][C:13]([C:26]([NH:28][C:29]3[CH:34]=[CH:33][C:32]([Cl:35])=[CH:31][N:30]=3)=[O:27])=[C:12]([NH:11][C:9]([C@H:6]3[CH2:7][CH2:8][C@H:3]([NH:2][CH:41]([CH3:42])[CH3:43])[CH2:4][CH2:5]3)=[O:10])[C:16]=2[CH:17]=1)=[O:22]. (7) Given the reactants [NH2:1][C:2]1[C:10]2[C:9]([C:11]3[CH:16]=[CH:15][CH:14]=[C:13]([CH3:17])[N:12]=3)=[N:8][C:7]([S:18][CH3:19])=[N:6][C:5]=2[S:4][C:3]=1[C:20]([O:22]CC)=[O:21].[OH-].[Li+], predict the reaction product. The product is: [NH2:1][C:2]1[C:10]2[C:9]([C:11]3[CH:16]=[CH:15][CH:14]=[C:13]([CH3:17])[N:12]=3)=[N:8][C:7]([S:18][CH3:19])=[N:6][C:5]=2[S:4][C:3]=1[C:20]([OH:22])=[O:21].